Predict the product of the given reaction. From a dataset of Forward reaction prediction with 1.9M reactions from USPTO patents (1976-2016). (1) Given the reactants [N:1]1([C:7](=[NH:9])[NH2:8])[CH2:6][CH2:5][CH2:4][CH2:3][CH2:2]1.[C:10]([CH:18]([CH:24]([CH2:30][CH2:31][CH3:32])[C:25]([O:27]CC)=[O:26])[C:19](OCC)=[O:20])(=O)[C:11]1[CH:16]=[CH:15][CH:14]=[CH:13][CH:12]=1.C[O-].[Na+], predict the reaction product. The product is: [O:20]=[C:19]1[NH:8][C:7]([N:1]2[CH2:6][CH2:5][CH2:4][CH2:3][CH2:2]2)=[N:9][C:10]([C:11]2[CH:12]=[CH:13][CH:14]=[CH:15][CH:16]=2)=[C:18]1[CH:24]([CH2:30][CH2:31][CH3:32])[C:25]([OH:27])=[O:26]. (2) Given the reactants [CH3:1][C:2]1([C:8]#[N:9])[CH2:7][CH2:6][O:5][CH2:4][CH2:3]1.[H-].[H-].[H-].[H-].[Li+].[Al+3].C1COCC1.O.[OH-].[Na+], predict the reaction product. The product is: [CH3:1][C:2]1([CH2:8][NH2:9])[CH2:7][CH2:6][O:5][CH2:4][CH2:3]1. (3) Given the reactants [O:1]=[C:2]1[CH2:11][CH2:10][CH2:9][C:8]2[CH:7]=[C:6]([C:12]([O:14][CH3:15])=[O:13])[CH:5]=[CH:4][C:3]1=2.C[Si](C)(C)[N-][Si](C)(C)C.[Li+].[CH:26]1([CH:30]=O)[CH2:29][CH2:28][CH2:27]1, predict the reaction product. The product is: [CH:26]1([CH:30]=[C:11]2[CH2:10][CH2:9][C:8]3[CH:7]=[C:6]([C:12]([O:14][CH3:15])=[O:13])[CH:5]=[CH:4][C:3]=3[C:2]2=[O:1])[CH2:29][CH2:28][CH2:27]1. (4) Given the reactants [Cl:1][C:2]1[CH:25]=[CH:24][C:5]([CH2:6][N:7]2[C:11]3=[N:12][CH:13]=[C:14]([OH:16])[CH:15]=[C:10]3[CH:9]=[C:8]2[CH2:17][CH2:18][C:19]([O:21][CH2:22][CH3:23])=[O:20])=[CH:4][CH:3]=1.Cl.Cl[CH2:28]C1C=CC2C(=CC=CC=2)N=1.C(=O)([O-])[O-].[Cs+].[Cs+], predict the reaction product. The product is: [Cl:1][C:2]1[CH:3]=[CH:4][C:5]([CH2:6][N:7]2[C:11]3=[N:12][CH:13]=[C:14]([O:16][CH3:28])[CH:15]=[C:10]3[CH:9]=[C:8]2[CH2:17][CH2:18][C:19]([O:21][CH2:22][CH3:23])=[O:20])=[CH:24][CH:25]=1. (5) Given the reactants C([O:9][CH2:10][CH2:11][O:12][CH2:13][CH2:14][N:15]1[C:23]2[C:22](SC)=[N:21][CH:20]=[N:19][C:18]=2[CH:17]=[N:16]1)(=O)C1C=CC=CC=1.[Cl:26][C:27]1[CH:28]=[C:29]([CH:31]=[CH:32][C:33]=1[O:34][C:35]1[CH:40]=[CH:39][CH:38]=[C:37]([C:41]([F:44])([F:43])[F:42])[CH:36]=1)[NH2:30].Cl.N1C=CC=CC=1.C(=O)([O-])O.[Na+], predict the reaction product. The product is: [Cl:26][C:27]1[CH:28]=[C:29]([NH:30][C:22]2[C:23]3[N:15]([CH2:14][CH2:13][O:12][CH2:11][CH2:10][OH:9])[N:16]=[CH:17][C:18]=3[N:19]=[CH:20][N:21]=2)[CH:31]=[CH:32][C:33]=1[O:34][C:35]1[CH:40]=[CH:39][CH:38]=[C:37]([C:41]([F:43])([F:44])[F:42])[CH:36]=1.